Dataset: Kir2.1 potassium channel HTS with 301,493 compounds. Task: Binary Classification. Given a drug SMILES string, predict its activity (active/inactive) in a high-throughput screening assay against a specified biological target. (1) The drug is O=c1nc2n(CCN3CCCCC3)c3c(n2nc1CCC(O)=O)cccc3. The result is 0 (inactive). (2) The drug is s1c(C2N(C(=O)C2Oc2ccccc2)Cc2cc3OCOc3cc2)ccc1. The result is 0 (inactive). (3) The drug is Fc1cc(CN2CC(N(CC2)Cc2ccccc2)CCO)c(n2nc(cc2C)C)cc1. The result is 0 (inactive). (4) The molecule is S(=O)(=O)(N1CC(CCC1)C(=O)NCc1ccc(F)cc1)C. The result is 0 (inactive). (5) The result is 0 (inactive). The molecule is S(=O)(=O)(Nc1ccc(C(=O)N2CCCCC2)cc1)c1cc2OCCOc2cc1.